Dataset: Full USPTO retrosynthesis dataset with 1.9M reactions from patents (1976-2016). Task: Predict the reactants needed to synthesize the given product. (1) The reactants are: [C:1]([C:5]1[CH:10]=[CH:9][C:8]([S:11]([NH:14][C:15]2[C:20]([O:21][C:22]3[CH:27]=[CH:26][CH:25]=[CH:24][C:23]=3[O:28][CH3:29])=[C:19](Cl)[N:18]=[C:17]([C:31]3[N:36]=[CH:35][CH:34]=[CH:33][N:32]=3)[N:16]=2)(=[O:13])=[O:12])=[CH:7][CH:6]=1)([CH3:4])([CH3:3])[CH3:2].[CH2:37]([OH:40])[CH2:38][OH:39].[OH-].[Na+]. Given the product [CH3:2][C:1]([C:5]1[CH:10]=[CH:9][C:8]([S:11]([NH:14][C:15]2[C:20]([O:21][C:22]3[CH:27]=[CH:26][CH:25]=[CH:24][C:23]=3[O:28][CH3:29])=[C:19]([O:39][CH2:38][CH2:37][OH:40])[N:18]=[C:17]([C:31]3[N:36]=[CH:35][CH:34]=[CH:33][N:32]=3)[N:16]=2)(=[O:13])=[O:12])=[CH:7][CH:6]=1)([CH3:4])[CH3:3], predict the reactants needed to synthesize it. (2) Given the product [CH3:13][O:12][C:11]1[CH:10]=[C:9]2[C:5](=[CH:4][C:3]=1[O:2][CH3:1])[C:6](=[O:8])[O:7][CH2:15]2, predict the reactants needed to synthesize it. The reactants are: [CH3:1][O:2][C:3]1[CH:4]=[C:5]([CH:9]=[CH:10][C:11]=1[O:12][CH3:13])[C:6]([OH:8])=[O:7].Cl.[CH2:15]=O. (3) Given the product [Cl:1][C:2]1[C:7]([O:8][CH2:9][C:10]([N:12]2[CH2:17][CH2:16][C:15]3[N:18]=[C:19]4[S:23][C:22]([CH3:24])=[N:21][N:20]4[C:14]=3[CH:13]2[C:25]2[S:26][CH:27]=[C:28]([C:30]([NH2:41])=[O:32])[N:29]=2)=[O:11])=[CH:6][CH:5]=[C:4]([N:35]2[CH2:36][CH2:37][O:38][CH2:39][CH2:40]2)[N:3]=1, predict the reactants needed to synthesize it. The reactants are: [Cl:1][C:2]1[C:7]([O:8][CH2:9][C:10]([N:12]2[CH2:17][CH2:16][C:15]3[N:18]=[C:19]4[S:23][C:22]([CH3:24])=[N:21][N:20]4[C:14]=3[CH:13]2[C:25]2[S:26][CH:27]=[C:28]([C:30]([O:32]CC)=O)[N:29]=2)=[O:11])=[CH:6][CH:5]=[C:4]([N:35]2[CH2:40][CH2:39][O:38][CH2:37][CH2:36]2)[N:3]=1.[NH3:41]. (4) Given the product [CH3:1][O:2][C:3]1[CH:21]=[CH:20][C:6]([CH2:7][N:8]2[CH:12]=[C:11]([C:13]([N:15]([O:17][CH3:18])[CH3:16])=[O:14])[C:10]([C:32]([CH3:33])=[CH2:22])=[N:9]2)=[CH:5][CH:4]=1, predict the reactants needed to synthesize it. The reactants are: [CH3:1][O:2][C:3]1[CH:21]=[CH:20][C:6]([CH2:7][N:8]2[CH:12]=[C:11]([C:13]([N:15]([O:17][CH3:18])[CH3:16])=[O:14])[C:10](Br)=[N:9]2)=[CH:5][CH:4]=1.[C:22]([O-])([O-])=O.[Cs+].[Cs+].O1[CH2:33][CH2:32]OCC1.